This data is from Peptide-MHC class II binding affinity with 134,281 pairs from IEDB. The task is: Regression. Given a peptide amino acid sequence and an MHC pseudo amino acid sequence, predict their binding affinity value. This is MHC class II binding data. (1) The peptide sequence is EKVYTMDGEYRLRGEERK. The MHC is DRB4_0101 with pseudo-sequence DRB4_0103. The binding affinity (normalized) is 0.0875. (2) The peptide sequence is WIILGLNKIVRMYSPISI. The MHC is DRB1_0701 with pseudo-sequence DRB1_0701. The binding affinity (normalized) is 0.519. (3) The peptide sequence is EKKYHAATQFEPLAA. The MHC is HLA-DQA10401-DQB10402 with pseudo-sequence HLA-DQA10401-DQB10402. The binding affinity (normalized) is 0.406. (4) The peptide sequence is FVVTGRVYCDPCRAG. The MHC is DRB4_0101 with pseudo-sequence DRB4_0103. The binding affinity (normalized) is 0.104.